From a dataset of Full USPTO retrosynthesis dataset with 1.9M reactions from patents (1976-2016). Predict the reactants needed to synthesize the given product. (1) Given the product [CH3:1][O:50][C:47]1[CH:46]=[C:45]([C:30]2[CH:29]=[C:28]([CH:33]=[C:32]([O:34][C:35]3[CH:40]=[CH:39][C:38]([S:41]([CH3:44])(=[O:43])=[O:42])=[CH:37][CH:36]=3)[CH:31]=2)[O:27][CH2:26][C:21]2[C:20]([CH3:19])=[CH:25][CH:24]=[CH:23][N:22]=2)[NH:49][N:48]=1, predict the reactants needed to synthesize it. The reactants are: [CH2:1]1CCN(C(N=NC(N2CCCCC2)=O)=O)CC1.[CH3:19][C:20]1[C:21]([CH2:26][O:27][C:28]2[CH:29]=[C:30]([C:45]3[NH:49][N:48]=[C:47]([OH:50])[CH:46]=3)[CH:31]=[C:32]([O:34][C:35]3[CH:40]=[CH:39][C:38]([S:41]([CH3:44])(=[O:43])=[O:42])=[CH:37][CH:36]=3)[CH:33]=2)=[N:22][CH:23]=[CH:24][CH:25]=1.CO.C(P(CCCC)CCCC)CCC. (2) Given the product [N:1]1([C:12]2([C:18]#[N:17])[CH2:15][CH2:14][CH2:13]2)[CH2:5][CH2:4][CH2:3][CH2:10][CH2:6]1, predict the reactants needed to synthesize it. The reactants are: [N:1]1([C:6]2([C:10]#N)COC2)[CH2:5][CH2:4][CH2:3]C1.[C:12]1(=O)[CH2:15][CH2:14][CH2:13]1.[NH:17]1CCCC[CH2:18]1. (3) Given the product [CH2:1]([CH:3]([N:6]1[C:14]2[N:13]3[N:15]=[C:16]([CH3:27])[C:17]([C:18]4[C:23]([CH3:24])=[CH:22][C:21]([CH3:25])=[CH:20][C:19]=4[CH3:26])=[C:12]3[N:11]=[C:10]([CH3:28])[C:9]=2[CH:8]=[CH:7]1)[CH2:4][CH3:5])[CH3:2], predict the reactants needed to synthesize it. The reactants are: [CH2:1]([CH:3]([N:6]1[C:14]2[N:13]3[N:15]=[C:16]([CH3:27])[C:17]([C:18]4[C:23]([CH3:24])=[CH:22][C:21]([CH3:25])=[CH:20][C:19]=4[CH3:26])=[C:12]3[N:11]=[C:10]([CH3:28])[C:9]=2[CH2:8][CH2:7]1)[CH2:4][CH3:5])[CH3:2].O. (4) Given the product [CH3:8][C:6]1[CH:5]=[CH:4][N:3]=[C:2]([N:1]2[C:12](=[O:13])[C:11]3[C:10](=[CH:18][CH:17]=[CH:16][CH:15]=3)[C:9]2=[O:14])[CH:7]=1, predict the reactants needed to synthesize it. The reactants are: [NH2:1][C:2]1[CH:7]=[C:6]([CH3:8])[CH:5]=[CH:4][N:3]=1.[C:9]1(=O)[O:14][C:12](=[O:13])[C:11]2=[CH:15][CH:16]=[CH:17][CH:18]=[C:10]12.C(N(CC)CC)C. (5) The reactants are: [CH3:1][O:2][C:3]1[CH:8]=[CH:7][C:6]([CH2:9]Cl)=[CH:5][CH:4]=1.[Br:11][C:12]1[N:16]=[C:15]([Br:17])[NH:14][N:13]=1.C(N(CC)CC)C. Given the product [Br:11][C:12]1[N:16]=[C:15]([Br:17])[N:14]([CH2:9][C:6]2[CH:7]=[CH:8][C:3]([O:2][CH3:1])=[CH:4][CH:5]=2)[N:13]=1, predict the reactants needed to synthesize it.